Task: Predict the reactants needed to synthesize the given product.. Dataset: Full USPTO retrosynthesis dataset with 1.9M reactions from patents (1976-2016) (1) Given the product [N:14]1([C:11]2[N:10]=[CH:9][C:8]([C:6]3[N:7]=[C:2]([NH:31][C:32]4[CH:42]=[CH:41][C:35]5[O:36][CH2:37][C:38](=[O:40])[NH:39][C:34]=5[CH:33]=4)[C:3]4[NH:21][N:20]=[CH:19][C:4]=4[N:5]=3)=[CH:13][CH:12]=2)[CH2:15][CH2:16][CH2:17][CH2:18]1, predict the reactants needed to synthesize it. The reactants are: Cl[C:2]1[C:3]2[C:4](=[CH:19][N:20](CC3C=CC(OC)=CC=3)[N:21]=2)[N:5]=[C:6]([C:8]2[CH:9]=[N:10][C:11]([N:14]3[CH2:18][CH2:17][CH2:16][CH2:15]3)=[CH:12][CH:13]=2)[N:7]=1.[NH2:31][C:32]1[CH:42]=[CH:41][C:35]2[O:36][CH2:37][C:38](=[O:40])[NH:39][C:34]=2[CH:33]=1.Cl. (2) Given the product [CH3:31][N:8]([CH3:7])[C:9]([C:11]1[N:15]([C:16]2[CH:17]=[CH:18][C:19]([O:22][CH3:23])=[CH:20][CH:21]=2)[C:14]([C:24]([O:26][CH2:27][CH3:28])=[O:25])=[C:13]([OH:29])[C:12]=1[O:30][C:3](=[O:4])[N:2]([CH3:6])[CH3:1])=[O:10], predict the reactants needed to synthesize it. The reactants are: [CH3:1][N:2]([CH3:6])[C:3](Cl)=[O:4].[CH3:7][N:8]([CH3:31])[C:9]([C:11]1[N:15]([C:16]2[CH:21]=[CH:20][C:19]([O:22][CH3:23])=[CH:18][CH:17]=2)[C:14]([C:24]([O:26][CH2:27][CH3:28])=[O:25])=[C:13]([OH:29])[C:12]=1[OH:30])=[O:10].C([O-])([O-])=O.[K+].[K+]. (3) Given the product [CH3:2][O:3][N:4]=[CH:32][C:31]1[CH:34]=[C:27]([C:26]#[C:25][C:22]2[CH:21]=[CH:20][C:19]([C:16]3[CH:17]=[CH:18][C:13]([Cl:12])=[CH:14][CH:15]=3)=[CH:24][N:23]=2)[CH:28]=[CH:29][C:30]=1[O:35][CH2:36][CH2:37][N:38]1[CH2:43][CH2:42][CH:41]([CH3:44])[CH2:40][CH2:39]1, predict the reactants needed to synthesize it. The reactants are: Cl.[CH3:2][O:3][NH2:4].C(N(CC)CC)C.[Cl:12][C:13]1[CH:18]=[CH:17][C:16]([C:19]2[CH:20]=[CH:21][C:22]([C:25]#[C:26][C:27]3[CH:28]=[CH:29][C:30]([O:35][CH2:36][CH2:37][N:38]4[CH2:43][CH2:42][CH:41]([CH3:44])[CH2:40][CH2:39]4)=[C:31]([CH:34]=3)[CH:32]=O)=[N:23][CH:24]=2)=[CH:15][CH:14]=1. (4) Given the product [N:17]1[C:2]2[O:13][C:8]3[CH:9]=[CH:10][CH:11]=[CH:12][C:7]=3[NH:6][C:4](=[O:5])[C:3]=2[CH:14]=[CH:15][CH:16]=1, predict the reactants needed to synthesize it. The reactants are: Cl[C:2]1[N:17]=[CH:16][CH:15]=[CH:14][C:3]=1[C:4]([NH:6][C:7]1[CH:12]=[CH:11][CH:10]=[CH:9][C:8]=1[OH:13])=[O:5].[OH-].[Na+]. (5) Given the product [C:34]1([NH:33][C:32]([CH:9]2[CH2:10][N:11]([C:14]3[C:15]4[C:29]([O:30][CH3:31])=[CH:28][N:27]=[CH:26][C:16]=4[N:17]=[C:18]([C:20]4[CH:25]=[CH:24][N:23]=[CH:22][CH:21]=4)[N:19]=3)[CH2:12][CH2:13][NH:8]2)=[O:40])[CH:39]=[CH:38][CH:37]=[CH:36][CH:35]=1, predict the reactants needed to synthesize it. The reactants are: C(OC([N:8]1[CH2:13][CH2:12][N:11]([C:14]2[C:15]3[C:29]([O:30][CH3:31])=[CH:28][N:27]=[CH:26][C:16]=3[N:17]=[C:18]([C:20]3[CH:25]=[CH:24][N:23]=[CH:22][CH:21]=3)[N:19]=2)[CH2:10][CH:9]1[C:32](=[O:40])[NH:33][C:34]1[CH:39]=[CH:38][CH:37]=[CH:36][CH:35]=1)=O)(C)(C)C.C(OC(N1CCN(C2C3C(OC)=CN=CC=3N=C(C3C=CN=CC=3)N=2)CC1C(O)=O)=O)(C)(C)C.ON1C2C=CC=CC=2N=N1.CN1CCOCC1.NC1C=CC=CC=1.Cl.CN(C)CCCN=C=NCC.